From a dataset of Catalyst prediction with 721,799 reactions and 888 catalyst types from USPTO. Predict which catalyst facilitates the given reaction. (1) Reactant: [F:1][C:2]1([F:39])[C:10]2[C:5](=[CH:6][C:7]([CH2:11][C:12]([NH:14][C@@H:15]([C:23]3[CH:28]=[CH:27][CH:26]=[CH:25][CH:24]=3)[CH2:16][N:17]3[CH2:21][CH2:20][C@H:19]([OH:22])[CH2:18]3)=[O:13])=[CH:8][CH:9]=2)[N:4](CC2C=CC(OC)=CC=2)[C:3]1=[O:38].O. Product: [F:39][C:2]1([F:1])[C:10]2[C:5](=[CH:6][C:7]([CH2:11][C:12]([NH:14][C@@H:15]([C:23]3[CH:28]=[CH:27][CH:26]=[CH:25][CH:24]=3)[CH2:16][N:17]3[CH2:21][CH2:20][C@H:19]([OH:22])[CH2:18]3)=[O:13])=[CH:8][CH:9]=2)[NH:4][C:3]1=[O:38]. The catalyst class is: 23. (2) Reactant: [F:1][C:2]1[C:3]([C:13](=[O:21])[CH2:14][C:15]2[N:19]([CH3:20])[N:18]=[CH:17][N:16]=2)=[C:4]([CH:9]=[C:10]([F:12])[CH:11]=1)[C:5]([O:7][CH3:8])=[O:6].[F:22][C:23]1[CH:30]=[CH:29][C:26]([CH:27]=O)=[CH:25][CH:24]=1.N1CCC[C@H]1C(O)=O. Product: [F:1][C:2]1[C:3]([C:13](=[O:21])/[C:14](/[C:15]2[N:19]([CH3:20])[N:18]=[CH:17][N:16]=2)=[CH:27]/[C:26]2[CH:29]=[CH:30][C:23]([F:22])=[CH:24][CH:25]=2)=[C:4]([CH:9]=[C:10]([F:12])[CH:11]=1)[C:5]([O:7][CH3:8])=[O:6]. The catalyst class is: 16. (3) Reactant: Cl.[Cl:2][C:3]1[CH:4]=[C:5]([C@@H:9]([OH:34])[CH2:10][NH:11][CH2:12][CH2:13][C:14]2[CH:19]=[CH:18][C:17]([S:20]([C:23]3[CH:33]=[CH:32][C:26]([C:27]([O:29]CC)=[O:28])=[CH:25][CH:24]=3)(=[O:22])=[O:21])=[CH:16][CH:15]=2)[CH:6]=[CH:7][CH:8]=1.[OH-].[Na+:36]. Product: [Cl:2][C:3]1[CH:4]=[C:5]([C@@H:9]([OH:34])[CH2:10][NH:11][CH2:12][CH2:13][C:14]2[CH:15]=[CH:16][C:17]([S:20]([C:23]3[CH:24]=[CH:25][C:26]([C:27]([O-:29])=[O:28])=[CH:32][CH:33]=3)(=[O:21])=[O:22])=[CH:18][CH:19]=2)[CH:6]=[CH:7][CH:8]=1.[Na+:36]. The catalyst class is: 8. (4) Reactant: Br[CH2:2][CH2:3][CH:4]([C:23]1[CH:28]=[CH:27][C:26]([Cl:29])=[CH:25][CH:24]=1)/[C:5](/[F:22])=[C:6](\[F:21])/[CH2:7][C:8]1[CH:13]=[CH:12][CH:11]=[C:10]([O:14][C:15]2[CH:20]=[CH:19][CH:18]=[CH:17][CH:16]=2)[CH:9]=1.[S-:30][C:31]1[CH:36]=[CH:35][CH:34]=[CH:33][CH:32]=1.[Na+]. Product: [Cl:29][C:26]1[CH:27]=[CH:28][C:23]([CH:4]([CH2:3][CH2:2][S:30][C:31]2[CH:36]=[CH:35][CH:34]=[CH:33][CH:32]=2)/[C:5](/[F:22])=[C:6](\[F:21])/[CH2:7][C:8]2[CH:13]=[CH:12][CH:11]=[C:10]([O:14][C:15]3[CH:20]=[CH:19][CH:18]=[CH:17][CH:16]=3)[CH:9]=2)=[CH:24][CH:25]=1. The catalyst class is: 8. (5) Reactant: Cl[C:2]1[N:3]=[C:4]([NH:21][C:22]2[CH:30]=[C:29]3[C:25]([CH:26]=[N:27][NH:28]3)=[CH:24][CH:23]=2)[C:5]2[CH:10]=[CH:9][N:8]([S:11]([C:14]3[CH:20]=[CH:19][C:17]([CH3:18])=[CH:16][CH:15]=3)(=[O:13])=[O:12])[C:6]=2[N:7]=1.[NH2:31][C:32]1[CH:37]=[CH:36][C:35]([N:38]2[CH2:43][CH2:42][N:41]([C:44](=[O:46])[CH3:45])[CH2:40][CH2:39]2)=[CH:34][CH:33]=1.C[Si](Cl)(C)C. Product: [NH:28]1[C:29]2[C:25](=[CH:24][CH:23]=[C:22]([NH:21][C:4]3[C:5]4[CH:10]=[CH:9][N:8]([S:11]([C:14]5[CH:20]=[CH:19][C:17]([CH3:18])=[CH:16][CH:15]=5)(=[O:13])=[O:12])[C:6]=4[N:7]=[C:2]([NH:31][C:32]4[CH:33]=[CH:34][C:35]([N:38]5[CH2:39][CH2:40][N:41]([C:44](=[O:46])[CH3:45])[CH2:42][CH2:43]5)=[CH:36][CH:37]=4)[N:3]=3)[CH:30]=2)[CH:26]=[N:27]1. The catalyst class is: 51. (6) Reactant: Br[C:2]1[CH:7]=[CH:6][C:5]([Cl:8])=[C:4]([CH3:9])[C:3]=1[F:10].C([Mg]Cl)(C)C.C(O[B:20]1[O:24][C:23]([CH3:26])([CH3:25])[C:22]([CH3:28])([CH3:27])[O:21]1)(C)C. Product: [Cl:8][C:5]1[CH:6]=[CH:7][C:2]([B:20]2[O:24][C:23]([CH3:26])([CH3:25])[C:22]([CH3:28])([CH3:27])[O:21]2)=[C:3]([F:10])[C:4]=1[CH3:9]. The catalyst class is: 7. (7) Reactant: [H-].[Na+].[F:3][C:4]([F:10])([F:9])[CH2:5][CH2:6][CH2:7]I.CN(C)C=O.[Br:16][C:17]1[N:22]=[CH:21][C:20]([CH:23]([C:25]2[C:30]([F:31])=[CH:29][CH:28]=[C:27]([F:32])[C:26]=2[F:33])[SH:24])=[C:19]([CH3:34])[CH:18]=1. Product: [Br:16][C:17]1[CH:18]=[C:19]([CH3:34])[C:20]([CH:23]([C:25]2[C:30]([F:31])=[CH:29][CH:28]=[C:27]([F:32])[C:26]=2[F:33])[S:24][CH2:7][CH2:6][CH2:5][C:4]([F:10])([F:9])[F:3])=[CH:21][N:22]=1. The catalyst class is: 6. (8) The catalyst class is: 12. Product: [CH:9]1([NH:8][C:6]2[C:5]([Cl:12])=[CH:4][N:3]=[C:2]([NH:13][C:14]3[S:18][C:17]([C:19](=[O:21])[CH3:20])=[CH:16][CH:15]=3)[N:7]=2)[CH2:11][CH2:10]1. Reactant: Cl[C:2]1[N:7]=[C:6]([NH:8][CH:9]2[CH2:11][CH2:10]2)[C:5]([Cl:12])=[CH:4][N:3]=1.[NH2:13][C:14]1[S:18][C:17]([C:19](=[O:21])[CH3:20])=[CH:16][CH:15]=1.C1(C)C=CC(S(O)(=O)=O)=CC=1. (9) Reactant: Br[C:2]1[CH:7]=[CH:6][C:5]([C:8](=[O:11])[CH2:9][CH3:10])=[CH:4][CH:3]=1.[C:12]([Cu])#[N:13].O.Cl. Product: [C:8]([C:5]1[CH:6]=[CH:7][C:2]([C:12]#[N:13])=[CH:3][CH:4]=1)(=[O:11])[CH2:9][CH3:10]. The catalyst class is: 3.